Dataset: Forward reaction prediction with 1.9M reactions from USPTO patents (1976-2016). Task: Predict the product of the given reaction. (1) Given the reactants [Br:1][C:2]1[CH:7]=[CH:6][C:5]([C:8]2[O:12][N:11]=[C:10]([CH3:13])[C:9]=2[CH2:14][NH:15][CH2:16][CH2:17][C:18]2[CH:23]=[CH:22][CH:21]=[CH:20][CH:19]=2)=[CH:4][CH:3]=1.[C:24](Cl)(=[O:26])[CH3:25].C(N(CC)CC)C, predict the reaction product. The product is: [Br:1][C:2]1[CH:3]=[CH:4][C:5]([C:8]2[O:12][N:11]=[C:10]([CH3:13])[C:9]=2[CH2:14][N:15]([CH2:16][CH2:17][C:18]2[CH:19]=[CH:20][CH:21]=[CH:22][CH:23]=2)[C:24](=[O:26])[CH3:25])=[CH:6][CH:7]=1. (2) The product is: [CH3:46][C:40]1([CH3:47])[CH2:39][C:38]2[CH:37]=[C:36]3[N:43]([CH2:44][CH2:45][N:34]([C:30]4[C:29]([CH:49]=[O:50])=[C:28]([C:13]5[CH:14]=[C:9]([NH:8][C:6]6[CH:5]=[C:4]([CH3:26])[N:3]=[C:2]([CH3:1])[N:7]=6)[C:10](=[O:25])[N:11]([CH3:24])[CH:12]=5)[CH:33]=[CH:32][N:31]=4)[C:35]3=[O:48])[C:42]=2[CH2:41]1. Given the reactants [CH3:1][C:2]1[N:7]=[C:6]([NH:8][C:9]2[C:10](=[O:25])[N:11]([CH3:24])[CH:12]=[C:13](B3OC(C)(C)C(C)(C)O3)[CH:14]=2)[CH:5]=[C:4]([CH3:26])[N:3]=1.Cl[C:28]1[CH:33]=[CH:32][N:31]=[C:30]([N:34]2[CH2:45][CH2:44][N:43]3[C:36](=[CH:37][C:38]4[CH2:39][C:40]([CH3:47])([CH3:46])[CH2:41][C:42]=43)[C:35]2=[O:48])[C:29]=1[CH:49]=[O:50].C([O-])(=O)C.[Na+].[O-]P([O-])([O-])=O.[K+].[K+].[K+], predict the reaction product. (3) Given the reactants [CH3:1][O:2][C:3]1[CH:4]=[C:5]2[C:10](=[CH:11][CH:12]=1)[CH2:9][C:8](=O)[CH2:7][CH2:6]2.[N+](C1C=CC=CC=1S([N:26]([CH2:36][C:37]1[CH:42]=[CH:41][CH:40]=[CH:39][N:38]=1)[CH2:27][C:28]1[CH:33]=[CH:32][C:31]([CH2:34][NH2:35])=[CH:30][CH:29]=1)(=O)=O)([O-])=O.[BH3-]C#N.[Na+].C(OC)(OC)OC, predict the reaction product. The product is: [N:38]1[CH:39]=[CH:40][CH:41]=[CH:42][C:37]=1[CH2:36][NH:26][CH2:27][C:28]1[CH:29]=[CH:30][C:31]([CH2:34][NH:35][CH:8]2[CH2:7][CH2:6][C:5]3[C:10](=[CH:11][CH:12]=[C:3]([O:2][CH3:1])[CH:4]=3)[CH2:9]2)=[CH:32][CH:33]=1. (4) Given the reactants [F:1][C:2]([F:16])([F:15])[C:3]1[CH:14]=[CH:13][C:6]([O:7][CH:8]([CH3:12])[C:9]([OH:11])=O)=[CH:5][CH:4]=1.[NH:17]1[C:22](=[O:23])[CH2:21][NH:20][C:19]2[N:24]=[CH:25][CH:26]=[CH:27][C:18]1=2.O.ON1C2C=CC=CC=2N=N1.Cl.CN(C)CCCN=C=NCC.C(=O)([O-])O.[Na+], predict the reaction product. The product is: [F:15][C:2]([F:1])([F:16])[C:3]1[CH:4]=[CH:5][C:6]([O:7][CH:8]([CH3:12])[C:9]([N:20]2[CH2:21][C:22](=[O:23])[NH:17][C:18]3[CH:27]=[CH:26][CH:25]=[N:24][C:19]2=3)=[O:11])=[CH:13][CH:14]=1. (5) Given the reactants [NH2:1][C@@H:2]([CH2:33][C:34]1[CH:39]=[CH:38][CH:37]=[CH:36][CH:35]=1)[CH2:3][C@H:4]([OH:32])[C@@H:5]([NH:19][C:20]([C@@H:22]([NH:27][C:28](=[O:31])[O:29][CH3:30])[C:23]([CH3:26])([CH3:25])[CH3:24])=[O:21])[CH2:6][C:7]1[CH:12]=[CH:11][C:10]([C:13]2[CH:18]=[CH:17][CH:16]=[CH:15][N:14]=2)=[CH:9][CH:8]=1.[CH3:40][O:41][C:42]([NH:44][C@@H:45]([C:49]([CH3:53])([S:51][CH3:52])[CH3:50])[C:46](O)=[O:47])=[O:43].CCOP(ON1N=NC2C=CC=CC=2C1=O)(OCC)=O.C(N(CC)C(C)C)(C)C, predict the reaction product. The product is: [CH3:40][O:41][C:42](=[O:43])[NH:44][C@@H:45]([C:49]([CH3:50])([S:51][CH3:52])[CH3:53])[C:46](=[O:47])[NH:1][C@@H:2]([CH2:33][C:34]1[CH:35]=[CH:36][CH:37]=[CH:38][CH:39]=1)[CH2:3][C@H:4]([OH:32])[C@H:5]([CH2:6][C:7]1[CH:12]=[CH:11][C:10]([C:13]2[CH:18]=[CH:17][CH:16]=[CH:15][N:14]=2)=[CH:9][CH:8]=1)[NH:19][C:20](=[O:21])[C@H:22]([C:23]([CH3:25])([CH3:26])[CH3:24])[NH:27][C:28](=[O:31])[O:29][CH3:30]. (6) The product is: [NH2:12][C:9]1[CH:10]=[CH:11][C:6]([N:5]2[C:2]([CH3:26])([CH3:1])[C:3](=[O:25])[N:4]2[CH:15]2[CH:16]3[CH2:24][CH:20]4[CH2:19][CH:18]([CH2:23][CH:22]2[CH2:21]4)[CH2:17]3)=[CH:7][CH:8]=1. Given the reactants [CH3:1][C:2]1([CH3:26])[N:5]([C:6]2[CH:11]=[CH:10][C:9]([N+:12]([O-])=O)=[CH:8][CH:7]=2)[N:4]([CH:15]2[CH:22]3[CH2:23][CH:18]4[CH2:19][CH:20]([CH2:24][CH:16]2[CH2:17]4)[CH2:21]3)[C:3]1=[O:25], predict the reaction product. (7) Given the reactants [CH:1]1([CH:4]([C:9]2[CH:14]=[CH:13][CH:12]=[C:11]([OH:15])[CH:10]=2)[CH2:5][C:6]([OH:8])=[O:7])[CH2:3][CH2:2]1.OS(O)(=O)=O.[CH3:21]O, predict the reaction product. The product is: [CH:1]1([CH:4]([C:9]2[CH:14]=[CH:13][CH:12]=[C:11]([OH:15])[CH:10]=2)[CH2:5][C:6]([O:8][CH3:21])=[O:7])[CH2:3][CH2:2]1. (8) The product is: [OH:6][CH2:7][C:8]1[CH:13]=[C:12]([C:14]([OH:16])=[O:15])[CH:11]=[CH:10][C:9]=1[C:18]1[CH:23]=[CH:22][CH:21]=[CH:20][C:19]=1[CH3:24]. Given the reactants [OH-].[Na+].C([O:6][CH2:7][C:8]1[CH:13]=[C:12]([C:14]([O:16]C)=[O:15])[CH:11]=[CH:10][C:9]=1[C:18]1[CH:23]=[CH:22][CH:21]=[CH:20][C:19]=1[CH3:24])(=O)C, predict the reaction product. (9) The product is: [Cl:1][C:2]1[CH:3]=[C:4]([C:5]2[C:6]([C:13]3[CH:18]=[CH:17][CH:16]=[CH:15][C:14]=3[O:19][CH3:20])=[CH:7][NH:24][N:23]=2)[C:9]([OH:8])=[CH:10][C:11]=1[OH:12]. Given the reactants [Cl:1][C:2]1[CH:3]=[C:4]2[C:9](=[CH:10][C:11]=1[OH:12])[O:8][CH:7]=[C:6]([C:13]1[CH:18]=[CH:17][CH:16]=[CH:15][C:14]=1[O:19][CH3:20])[C:5]2=O.O.[NH2:23][NH2:24], predict the reaction product.